From a dataset of Experimentally validated miRNA-target interactions with 360,000+ pairs, plus equal number of negative samples. Binary Classification. Given a miRNA mature sequence and a target amino acid sequence, predict their likelihood of interaction. (1) The miRNA is hsa-miR-545-3p with sequence UCAGCAAACAUUUAUUGUGUGC. The protein sequence of the target gene is MVCARHQPGGLCLLLLLLCQFMEDRSAQAGNCWLRQAKNGRCQVLYKTELSKEECCSTGRLSTSWTEEDVNDNTLFKWMIFNGGAPNCIPCKETCENVDCGPGKKCRMNKKNKPRCVCAPDCSNITWKGPVCGLDGKTYRNECALLKARCKEQPELEVQYQGKCKKTCRDVFCPGSSTCVVDQTNNAYCVTCNRICPEPSSSEQYLCGNDGVTYSSACHLRKATCLLGRSIGLAYEGKCIKAKSCEDIQCGGGKKCLWDSKVGRGRCSLCDELCPDSKSDEPVCASDNATYASECAMKEA.... Result: 0 (no interaction). (2) The miRNA is hsa-miR-16-5p with sequence UAGCAGCACGUAAAUAUUGGCG. The protein sequence of the target gene is MTMFKEAVTFKDVAVVFTEEELGLLDVSQRKLYRDVMLENFRNLLSVGHQLSHRDTFHFQREEKFWIMETATQREGNSGGKIQTELESVPETGPHEEWSCQQIWEQTASELTRPQDSISSSQFSTQGDVPSQVDAGLSIIHIGETPSEHGKCKKFFSDVSILDLHQQLHSGKISHTCNEYRKRFCYSSALCLHQKVHMGEKRYKCDVCSKAFSQNSQLQTHQRIHTGEKPFKCEQCGKSFSRRSGMYVHCKLHTGEKPHICEECGKAFIHNSQLREHQRIHTGEKPFKCYICGKSFHSRS.... Result: 1 (interaction). (3) The miRNA is hsa-miR-6731-3p with sequence UCUAUUCCCCACUCUCCCCAG. The protein sequence of the target gene is MGAAGLLGVFLALVAPGVLGISCGSPPPILNGRISYYSTPIAVGTVIRYSCSGTFRLIGEKSLLCITKDKVDGTWDKPAPKCEYFNKYSSCPEPIVPGGYKIRGSTPYRHGDSVTFACKTNFSMNGNKSVWCQANNMWGPTRLPTCVSVFPLECPALPMIHNGHHTSENVGSIAPGLSVTYSCESGYLLVGEKIINCLSSGKWSAVPPTCEEARCKSLGRFPNGKVKEPPILRVGVTANFFCDEGYRLQGPPSSRCVIAGQGVAWTKMPVCEEIFCPSPPPILNGRHIGNSLANVSYGSI.... Result: 0 (no interaction). (4) The miRNA is mmu-miR-324-5p with sequence CGCAUCCCCUAGGGCAUUGGUGU. The protein sequence of the target gene is MPNQGEDCYFYFYSTCAKGDSCPFRHCEAALGNETVCTLWQEGRCFRQVCRFRHMEIDKKRSEIPCYWENQPVGCQKLNCAFHHTRSRYVDGLFLPPSKTVLPTVPESQEEEVKTSQLTVQQSKLSVQSNPSPQLRSVMKVESSENVPSPTHPPVVINAADDDEDDDDQFSEEGDESKTPALQPSPDVHNGLRVASARKPGVSLKQGECLNFGIKTLEEIKSKKMKEKSKKQGEGSSGVSSVLQQPQPNPGPEKENVRTVVRMVTLSSKPEEPLVRLSLSERLGKRKLSVGGDSDPPLKR.... Result: 0 (no interaction). (5) The protein sequence of the target gene is MADSVKTFLQDLARGIKDSIWGICTISKLDARIQQKREEQRRRRASSVLAQRRAQSIERKQESEPRIVSRIFQCCAWNGGVFWFSLLLFYRVFIPVLQSVTARIIGDPSLHGDVWSWLEFFLTSIFSALWVLPLFVLSKVVNAIWFQDIADLAFEVSGRKPHPFPSVSKIIADMLFNLLLQALFLIQGMFVSLFPIHLVGQLVSLLHMSLLYSLYCFEYRWFNKGIEMHQRLSNIERNWPYYFGFGLPLAFLTAMQSSYIISGCLFSILFPLFIISANEAKTPGKAYLFQLRLFSLVVFL.... Result: 1 (interaction). The miRNA is hsa-miR-107 with sequence AGCAGCAUUGUACAGGGCUAUCA.